Dataset: Forward reaction prediction with 1.9M reactions from USPTO patents (1976-2016). Task: Predict the product of the given reaction. (1) The product is: [CH3:38][CH:33]([C:30]1[CH:29]=[CH:28][C:27]([CH2:26][CH:15]([NH:16][S:17]([C:20]2[CH:25]=[CH:24][CH:23]=[CH:22][N:21]=2)(=[O:19])=[O:18])[C:11]2[N:10]=[C:9]([NH:8][CH2:39][C:40]([OH:42])=[O:41])[CH:14]=[CH:13][CH:12]=2)=[CH:32][CH:31]=1)[CH2:34][CH2:35][CH2:36][CH3:37]. Given the reactants C(OC([N:8]([CH2:39][C:40]([O:42]C(C)(C)C)=[O:41])[C:9]1[CH:14]=[CH:13][CH:12]=[C:11]([CH:15]([CH2:26][C:27]2[CH:32]=[CH:31][C:30]([CH:33]([CH3:38])[CH2:34][CH2:35][CH2:36][CH3:37])=[CH:29][CH:28]=2)[NH:16][S:17]([C:20]2[CH:25]=[CH:24][CH:23]=[CH:22][N:21]=2)(=[O:19])=[O:18])[N:10]=1)=O)(C)(C)C.FC(F)(F)C(O)=O.C(Cl)Cl, predict the reaction product. (2) Given the reactants Cl.[CH2:2]([NH:4][C:5]([NH:7][C:8]1[CH:13]=[CH:12][C:11]([C:14]2[N:15]=[C:16]([N:24]3[CH2:29][CH2:28][O:27][CH2:26][C@@H:25]3[CH3:30])[C:17]3[CH2:23][CH2:22][NH:21][CH2:20][C:18]=3[N:19]=2)=[CH:10][CH:9]=1)=[O:6])[CH3:3].CCN(C(C)C)C(C)C.[CH2:40]([N:42]=[C:43]=[O:44])[CH3:41], predict the reaction product. The product is: [CH2:40]([NH:42][C:43]([N:21]1[CH2:22][CH2:23][C:17]2[C:16]([N:24]3[CH2:29][CH2:28][O:27][CH2:26][C@@H:25]3[CH3:30])=[N:15][C:14]([C:11]3[CH:10]=[CH:9][C:8]([NH:7][C:5]([NH:4][CH2:2][CH3:3])=[O:6])=[CH:13][CH:12]=3)=[N:19][C:18]=2[CH2:20]1)=[O:44])[CH3:41]. (3) Given the reactants [CH3:1][CH:2]1[CH:6]([C:7]2[N:11]3[C:12]4[CH:18]=[CH:17][N:16](S(C5C=CC(C)=CC=5)(=O)=O)[C:13]=4[N:14]=[CH:15][C:10]3=[N:9][N:8]=2)[CH2:5][CH:4]([NH:29][S:30]([CH:33]2[CH2:35][CH2:34]2)(=[O:32])=[O:31])[CH2:3]1.O1CCOCC1.[OH-].[Na+].CO, predict the reaction product. The product is: [CH3:1][C@H:2]1[C@@H:6]([C:7]2[N:11]3[C:12]4[CH:18]=[CH:17][NH:16][C:13]=4[N:14]=[CH:15][C:10]3=[N:9][N:8]=2)[CH2:5][C@@H:4]([NH:29][S:30]([CH:33]2[CH2:34][CH2:35]2)(=[O:31])=[O:32])[CH2:3]1. (4) Given the reactants [Cl:1][C:2]1[CH:3]=[N:4][CH:5]=[C:6]([Cl:20])[C:7]=1[S:8][C:9]1[S:13][C:12]([C:14]([OH:16])=O)=[CH:11][C:10]=1[N+:17]([O-:19])=[O:18].[CH2:21]([N:23]1[CH:27]=[C:26]([NH2:28])[N:25]=[N:24]1)[CH3:22], predict the reaction product. The product is: [Cl:20][C:6]1[CH:5]=[N:4][CH:3]=[C:2]([Cl:1])[C:7]=1[S:8][C:9]1[S:13][C:12]([C:14]([NH:28][C:26]2[N:25]=[N:24][N:23]([CH2:21][CH3:22])[CH:27]=2)=[O:16])=[CH:11][C:10]=1[N+:17]([O-:19])=[O:18]. (5) Given the reactants [O:1]=[C:2]1[NH:6][C@@H:5]([C@@H:7]([CH3:18])[C:8]([O:10]CC2C=CC=CC=2)=[O:9])[CH2:4][O:3]1, predict the reaction product. The product is: [O:1]=[C:2]1[NH:6][C@@H:5]([C@@H:7]([CH3:18])[C:8]([OH:10])=[O:9])[CH2:4][O:3]1. (6) The product is: [C@@H:1]1([N:10]2[CH:17]=[C:16]([Br:18])[C:14](=[O:15])[NH:13][C:11]2=[O:12])[O:7][C@H:6]([CH2:8][OH:9])[C@@H:4]([OH:5])[C@@H:2]1[OH:3]. Given the reactants [C@@H:1]1([N:10]2[CH:17]=[CH:16][C:14](=[O:15])[NH:13][C:11]2=[O:12])[O:7][C@H:6]([CH2:8][OH:9])[C@@H:4]([OH:5])[C@@H:2]1[OH:3].[Br:18]N1C(=O)CCC1=O, predict the reaction product. (7) Given the reactants C(OC[O:5][C:6]1[CH:11]=[CH:10][C:9]([C:12]([F:18])([F:17])[C:13]([F:16])([F:15])[F:14])=[CH:8][CH:7]=1)C.CC(C)=O.Cl, predict the reaction product. The product is: [F:17][C:12]([F:18])([C:9]1[CH:10]=[CH:11][C:6]([OH:5])=[CH:7][CH:8]=1)[C:13]([F:14])([F:16])[F:15].